This data is from Forward reaction prediction with 1.9M reactions from USPTO patents (1976-2016). The task is: Predict the product of the given reaction. (1) Given the reactants [Cl:1][C:2]1[CH:10]=[C:9]([F:11])[CH:8]=[CH:7][C:3]=1[C:4]([OH:6])=[O:5].Cl[Si](C)(C)[CH3:14], predict the reaction product. The product is: [CH3:14][O:5][C:4](=[O:6])[C:3]1[CH:7]=[CH:8][C:9]([F:11])=[CH:10][C:2]=1[Cl:1]. (2) Given the reactants [CH2:1]([O:8][CH:9]([CH2:20][N:21](C(OC(C)(C)C)=O)[CH3:22])[CH2:10][N:11](C(OC(C)(C)C)=O)[CH3:12])[C:2]1[CH:7]=[CH:6][CH:5]=[CH:4][CH:3]=1.Cl.C(OCC)(=O)C.N.CO, predict the reaction product. The product is: [CH2:1]([O:8][CH:9]([CH2:20][NH:21][CH3:22])[CH2:10][NH:11][CH3:12])[C:2]1[CH:7]=[CH:6][CH:5]=[CH:4][CH:3]=1. (3) Given the reactants [CH2:1]([C:3]1[O:7][C:6]([C:8]2[CH:9]=[C:10]([NH:24][CH:25]([CH3:27])[CH3:26])[C:11]([N:14]3[CH2:19][CH2:18][CH:17]([C:20]([O:22]C)=[O:21])[CH2:16][CH2:15]3)=[N:12][CH:13]=2)=[N:5][CH:4]=1)[CH3:2].[Li+].[OH-].Cl, predict the reaction product. The product is: [CH2:1]([C:3]1[O:7][C:6]([C:8]2[CH:9]=[C:10]([NH:24][CH:25]([CH3:26])[CH3:27])[C:11]([N:14]3[CH2:15][CH2:16][CH:17]([C:20]([OH:22])=[O:21])[CH2:18][CH2:19]3)=[N:12][CH:13]=2)=[N:5][CH:4]=1)[CH3:2]. (4) Given the reactants C([NH:8][CH:9]1[CH2:14][CH2:13][CH:12]([CH2:15][NH:16][C:17]2[CH:22]=[CH:21][CH:20]=[CH:19][CH:18]=2)[CH2:11][CH:10]1[CH3:23])C1C=CC=CC=1.C([O-])=O.[NH4+], predict the reaction product. The product is: [NH2:8][CH:9]1[CH2:14][CH2:13][CH:12]([CH2:15][NH:16][C:17]2[CH:22]=[CH:21][CH:20]=[CH:19][CH:18]=2)[CH2:11][CH:10]1[CH3:23]. (5) Given the reactants [C:1]([Cl:6])([C:3](Cl)=O)=[O:2].CN(C=O)C.[CH2:12]([N:14]1[C:20]2[N:21]=[CH:22][C:23]([CH2:25][CH2:26][O:27][C:28]3[CH:36]=[CH:35]C(C(O)=O)=[CH:30][C:29]=3[CH3:37])=[CH:24][C:19]=2[C:18](=[O:38])[N:17]([CH3:39])[C:16]2[CH:40]=[CH:41][CH:42]=[N:43][C:15]1=2)[CH3:13], predict the reaction product. The product is: [CH2:12]([N:14]1[C:20]2[N:21]=[CH:22][C:23]([CH2:25][CH2:26][O:27][C:28]3[CH:36]=[CH:35][C:3]([C:1]([Cl:6])=[O:2])=[CH:30][C:29]=3[CH3:37])=[CH:24][C:19]=2[C:18](=[O:38])[N:17]([CH3:39])[C:16]2[CH:40]=[CH:41][CH:42]=[N:43][C:15]1=2)[CH3:13]. (6) Given the reactants [CH2:1]([N:8]1[C:16]2[C:11](=[CH:12][CH:13]=[C:14](Br)[CH:15]=2)[CH:10]=[CH:9]1)[C:2]1[CH:7]=[CH:6][CH:5]=[CH:4][CH:3]=1.[C:18]1(B(O)O)[CH:23]=[CH:22][CH:21]=[CH:20][CH:19]=1.C(=O)([O-])[O-].[Na+].[Na+].C1(C)C=CC=CC=1, predict the reaction product. The product is: [CH2:1]([N:8]1[C:16]2[C:11](=[CH:12][CH:13]=[C:14]([C:18]3[CH:23]=[CH:22][CH:21]=[CH:20][CH:19]=3)[CH:15]=2)[CH:10]=[CH:9]1)[C:2]1[CH:7]=[CH:6][CH:5]=[CH:4][CH:3]=1. (7) The product is: [CH3:1][O:2][C:3]1[CH:4]=[C:5]([CH:21]=[CH:22][C:23]=1[O:24][CH3:25])[CH2:6][CH:7]1[C:16]2[C:11](=[CH:12][C:13]([O:19][CH3:20])=[C:14]([O:17][CH3:18])[CH:15]=2)[CH2:10][CH2:9][N:8]1[CH2:27][C:28]([NH:41][CH:31]1[C:40]2[C:35](=[CH:36][CH:37]=[CH:38][CH:39]=2)[CH2:34][CH2:33][CH2:32]1)=[O:29]. Given the reactants [CH3:1][O:2][C:3]1[CH:4]=[C:5]([CH:21]=[CH:22][C:23]=1[O:24][CH3:25])[CH2:6][CH:7]1[C:16]2[C:11](=[CH:12][C:13]([O:19][CH3:20])=[C:14]([O:17][CH3:18])[CH:15]=2)[CH2:10][CH2:9][NH:8]1.Br[CH2:27][C:28](Br)=[O:29].[CH:31]1([NH2:41])[C:40]2[C:35](=[CH:36][CH:37]=[CH:38][CH:39]=2)[CH2:34][CH2:33][CH2:32]1, predict the reaction product.